From a dataset of Catalyst prediction with 721,799 reactions and 888 catalyst types from USPTO. Predict which catalyst facilitates the given reaction. (1) Reactant: [F:1][C:2](=[C:11]([C:13]1[CH:14]=[C:15]2[C:20](=[CH:21][C:22]=1[O:23][CH2:24][CH2:25][CH3:26])[O:19][C:18]([CH3:28])([CH3:27])[CH:17]=[C:16]2[CH:29]([CH3:31])[CH3:30])[CH3:12])[CH:3]=[CH:4][C:5]([CH3:10])=[CH:6][C:7]([O-:9])=[O:8].C1COCC1.[OH-].[Na+]. Product: [F:1][C:2](=[C:11]([C:13]1[CH:14]=[C:15]2[C:20](=[CH:21][C:22]=1[O:23][CH2:24][CH2:25][CH3:26])[O:19][C:18]([CH3:28])([CH3:27])[CH:17]=[C:16]2[CH:29]([CH3:30])[CH3:31])[CH3:12])[CH:3]=[CH:4][C:5]([CH3:10])=[CH:6][C:7]([OH:9])=[O:8]. The catalyst class is: 8. (2) Reactant: [F:1][C:2]1[CH:3]=[C:4]([CH3:10])[C:5](I)=[C:6]([CH3:8])[CH:7]=1.C([Li])CCC.CCCCCC.[CH:22](=[O:28])[C:23]1[O:27][CH:26]=[CH:25][CH:24]=1. Product: [F:1][C:2]1[CH:3]=[C:4]([CH3:10])[C:5]([CH:22]([C:23]2[O:27][CH:26]=[CH:25][CH:24]=2)[OH:28])=[C:6]([CH3:8])[CH:7]=1. The catalyst class is: 7.